The task is: Predict the reactants needed to synthesize the given product.. This data is from Full USPTO retrosynthesis dataset with 1.9M reactions from patents (1976-2016). (1) Given the product [N+:27]([CH:30]([C:12](=[O:14])[CH2:11][CH2:10][CH2:9][CH2:8][CH2:7][C:1]1[CH:2]=[CH:3][CH:4]=[CH:5][CH:6]=1)[CH2:31][CH3:32])([O-:29])=[O:28], predict the reactants needed to synthesize it. The reactants are: [C:1]1([CH2:7][CH2:8][CH2:9][CH2:10][CH2:11][C:12]([OH:14])=O)[CH:6]=[CH:5][CH:4]=[CH:3][CH:2]=1.C1N=CN(C(N2C=NC=C2)=O)C=1.[N+:27]([CH2:30][CH2:31][CH3:32])([O-:29])=[O:28].C1CCN2C(=NCCC2)CC1. (2) Given the product [CH:1]1([C:4]2[CH:30]=[CH:29][C:7]([O:8][C:9]3[C:10](=[O:28])[N:11]([C:14]4[CH:19]=[CH:18][C:17]([O:20][CH2:21][C:22]([CH3:24])=[CH2:23])=[C:16]([O:26][CH3:27])[CH:15]=4)[CH2:12][CH:13]=3)=[CH:6][CH:5]=2)[CH2:2][CH2:3]1, predict the reactants needed to synthesize it. The reactants are: [CH:1]1([C:4]2[CH:30]=[CH:29][C:7]([O:8][C:9]3[C:10](=[O:28])[N:11]([C:14]4[CH:19]=[CH:18][C:17]([O:20][CH2:21][C:22](O)([CH3:24])[CH3:23])=[C:16]([O:26][CH3:27])[CH:15]=4)[CH2:12][CH:13]=3)=[CH:6][CH:5]=2)[CH2:3][CH2:2]1.CCN(CC)CC.O=S(Cl)Cl. (3) Given the product [Br:20][C:18]1[CH:17]=[C:16]([Cl:21])[C:15]2[O:22][C:6](=[O:7])[NH:8][C:9]=2[CH:10]=1, predict the reactants needed to synthesize it. The reactants are: C1N=CN([C:6]([N:8]2C=N[CH:10]=[CH:9]2)=[O:7])C=1.NC1C=[C:18]([Br:20])[CH:17]=[C:16]([Cl:21])[C:15]=1[OH:22]. (4) Given the product [F:23][C:18]1[CH:17]=[C:16]([CH2:15][C@H:14]([NH:24][C:25](=[O:31])[O:26][C:27]([CH3:30])([CH3:29])[CH3:28])[C:3]2[C:2]([C:40]3[CH:39]=[CH:38][CH:37]=[C:36]4[C:41]=3[N:33]([CH3:32])[N:34]=[C:35]4[NH:51][S:52]([CH3:55])(=[O:54])=[O:53])=[CH:7][CH:6]=[C:5]([C:8]#[C:9][C:10]([OH:13])([CH3:12])[CH3:11])[N:4]=2)[CH:21]=[C:20]([F:22])[CH:19]=1, predict the reactants needed to synthesize it. The reactants are: Br[C:2]1[C:3]([C@@H:14]([NH:24][C:25](=[O:31])[O:26][C:27]([CH3:30])([CH3:29])[CH3:28])[CH2:15][C:16]2[CH:21]=[C:20]([F:22])[CH:19]=[C:18]([F:23])[CH:17]=2)=[N:4][C:5]([C:8]#[C:9][C:10]([OH:13])([CH3:12])[CH3:11])=[CH:6][CH:7]=1.[CH3:32][N:33]1[C:41]2[C:36](=[CH:37][CH:38]=[CH:39][C:40]=2B2OC(C)(C)C(C)(C)O2)[C:35]([NH:51][S:52]([CH3:55])(=[O:54])=[O:53])=[N:34]1.C([O-])(O)=O.[Na+]. (5) Given the product [Br:8][C:9]1[CH:10]=[C:11]([CH:15]=[CH:16][CH:17]=1)[C:12]([NH:18][C:19]1[CH:31]=[C:30]([O:32][C:33]2[CH:38]=[CH:37][CH:36]=[CH:35][CH:34]=2)[CH:29]=[CH:28][C:20]=1[C:21]([O:23][C:24]([CH3:25])([CH3:26])[CH3:27])=[O:22])=[O:13], predict the reactants needed to synthesize it. The reactants are: C(N(CC)CC)C.[Br:8][C:9]1[CH:10]=[C:11]([CH:15]=[CH:16][CH:17]=1)[C:12](Cl)=[O:13].[NH2:18][C:19]1[CH:31]=[C:30]([O:32][C:33]2[CH:38]=[CH:37][CH:36]=[CH:35][CH:34]=2)[CH:29]=[CH:28][C:20]=1[C:21]([O:23][C:24]([CH3:27])([CH3:26])[CH3:25])=[O:22].C(=O)([O-])O.[Na+]. (6) Given the product [Cl:15][C:16]1[CH:23]=[C:22]([O:7][CH:5]([CH3:6])[CH2:4][CH2:3][CH:2]([OH:8])[CH3:1])[CH:21]=[CH:20][C:17]=1[C:18]#[N:19], predict the reactants needed to synthesize it. The reactants are: [CH3:1][CH:2]([OH:8])[CH2:3][CH2:4][CH:5]([OH:7])[CH3:6].[O-]CCCC.[K+].[Cl:15][C:16]1[CH:23]=[C:22](F)[CH:21]=[CH:20][C:17]=1[C:18]#[N:19]. (7) The reactants are: [Br:1][C:2]1[CH:7]=[CH:6][N:5]=[CH:4][C:3]=1[NH:8][CH3:9].[Li+].C[Si]([N-][Si](C)(C)C)(C)C.[F:20][C:21]([F:36])([F:35])[C:22]1[CH:23]=[C:24]([CH:28]=[C:29]([C:31]([F:34])([F:33])[F:32])[CH:30]=1)[C:25](Cl)=[O:26]. Given the product [Br:1][C:2]1[CH:7]=[CH:6][N:5]=[CH:4][C:3]=1[N:8]([CH3:9])[C:25](=[O:26])[C:24]1[CH:23]=[C:22]([C:21]([F:36])([F:35])[F:20])[CH:30]=[C:29]([C:31]([F:34])([F:33])[F:32])[CH:28]=1, predict the reactants needed to synthesize it.